From a dataset of Reaction yield outcomes from USPTO patents with 853,638 reactions. Predict the reaction yield, written as a fraction of the theoretical maximum amount of product (1.0 means a 100% yield; for example, 0.34 means a 34% yield). (1) The reactants are [Cl:1][C:2]1[CH:7]=[CH:6][C:5]([C:8]2[C:16]3[C:15]([NH2:17])=[N:14][CH:13]=[N:12][C:11]=3[N:10]([C:18]3[CH:23]=[CH:22][C:21]([N+:24]([O-:26])=[O:25])=[CH:20][CH:19]=3)[CH:9]=2)=[CH:4][CH:3]=1.C1C(=O)N([Cl:34])C(=O)C1. The catalyst is ClCCCl. The product is [Cl:34][C:9]1[N:10]([C:18]2[CH:23]=[CH:22][C:21]([N+:24]([O-:26])=[O:25])=[CH:20][CH:19]=2)[C:11]2[N:12]=[CH:13][N:14]=[C:15]([NH2:17])[C:16]=2[C:8]=1[C:5]1[CH:4]=[CH:3][C:2]([Cl:1])=[CH:7][CH:6]=1. The yield is 0.950. (2) The reactants are [Cl:1][C:2]1[CH:10]=[C:9]2[C:5]([C:6](=[O:22])[C:7](=[O:21])[N:8]2[CH:11]([CH2:15][CH:16]2[CH2:20][CH2:19][CH2:18][CH2:17]2)[C:12](O)=[O:13])=[CH:4][CH:3]=1.[S:23]1[CH:27]=[CH:26][N:25]=[C:24]1[NH2:28].C(N(CC)C(C)C)(C)C.F[P-](F)(F)(F)(F)F.N1(O[P+](N(C)C)(N(C)C)N(C)C)C2C=CC=CC=2N=N1. The catalyst is CN(C)C=O.C(OCC)(=O)C. The product is [Cl:1][C:2]1[CH:10]=[C:9]2[C:5]([C:6](=[O:22])[C:7](=[O:21])[N:8]2[CH:11]([CH2:15][CH:16]2[CH2:20][CH2:19][CH2:18][CH2:17]2)[C:12]([NH:28][C:24]2[S:23][CH:27]=[CH:26][N:25]=2)=[O:13])=[CH:4][CH:3]=1. The yield is 0.640. (3) The reactants are [Cl:1][C:2]1[C:3]([O:12][C:13]2[CH:18]=[C:17]([O:19][CH:20]([CH2:25][O:26][CH2:27][CH3:28])[CH2:21][O:22][CH2:23][CH3:24])[CH:16]=[CH:15][C:14]=2[CH2:29][CH2:30][CH2:31][OH:32])=[N:4][CH:5]=[C:6]([C:8]([F:11])([F:10])[F:9])[CH:7]=1.Cl[S:34]([N:37]=[C:38]=[O:39])(=[O:36])=[O:35].N1C=CC=CC=1.[CH:46]([O:49][CH2:50][CH2:51][NH2:52])([CH3:48])[CH3:47]. The catalyst is C1(C)C=CC=CC=1.O. The product is [CH:46]([O:49][CH2:50][CH2:51][NH:52][S:34]([NH:37][C:38](=[O:39])[O:32][CH2:31][CH2:30][CH2:29][C:14]1[CH:15]=[CH:16][C:17]([O:19][CH:20]([CH2:25][O:26][CH2:27][CH3:28])[CH2:21][O:22][CH2:23][CH3:24])=[CH:18][C:13]=1[O:12][C:3]1[C:2]([Cl:1])=[CH:7][C:6]([C:8]([F:10])([F:9])[F:11])=[CH:5][N:4]=1)(=[O:36])=[O:35])([CH3:48])[CH3:47]. The yield is 0.200. (4) The reactants are [NH2:1][C:2]1[CH:9]=[C:8]([Cl:10])[C:5]([C:6]#[N:7])=[C:4]([Cl:11])[CH:3]=1.[C:12](Cl)(Cl)=[S:13].C(N(CC)CC)C. The catalyst is C1C=CC=CC=1. The product is [Cl:11][C:4]1[CH:3]=[C:2]([N:1]=[C:12]=[S:13])[CH:9]=[C:8]([Cl:10])[C:5]=1[C:6]#[N:7]. The yield is 0.710. (5) The reactants are [C:1]([O:5][C:6](=[O:58])[CH2:7][N:8]1[CH:12]=[CH:11][N:10]=[C:9]1[CH2:13][N:14]([CH2:44][C:45]1[N:46]([CH2:50][C:51](=[O:57])[O:52][C:53]([CH3:56])([CH3:55])[CH3:54])[CH:47]=[CH:48][N:49]=1)[CH2:15][CH2:16][CH2:17][CH2:18][C@H:19]([NH:27][C:28](=[O:43])[NH:29][C@H:30]([C:36]([O:38][C:39]([CH3:42])([CH3:41])[CH3:40])=[O:37])[CH2:31][CH2:32][C:33](O)=[O:34])[C:20]([O:22][C:23]([CH3:26])([CH3:25])[CH3:24])=[O:21])([CH3:4])([CH3:3])[CH3:2].[NH2:59][CH2:60][CH2:61][C:62]1[CH:67]=[CH:66][C:65]([S:68]([NH2:71])(=[O:70])=[O:69])=[CH:64][CH:63]=1.CCN(C(C)C)C(C)C. The catalyst is CN(C=O)C. The product is [C:53]([O:52][C:51](=[O:57])[CH2:50][N:46]1[CH:47]=[CH:48][N:49]=[C:45]1[CH2:44][N:14]([CH2:13][C:9]1[N:8]([CH2:7][C:6](=[O:58])[O:5][C:1]([CH3:4])([CH3:3])[CH3:2])[CH:12]=[CH:11][N:10]=1)[CH2:15][CH2:16][CH2:17][CH2:18][C@H:19]([NH:27][C:28]([NH:29][C@@H:30]([CH2:31][CH2:32][C:33](=[O:34])[NH:59][CH2:60][CH2:61][C:62]1[CH:63]=[CH:64][C:65]([S:68](=[O:69])(=[O:70])[NH2:71])=[CH:66][CH:67]=1)[C:36]([O:38][C:39]([CH3:40])([CH3:41])[CH3:42])=[O:37])=[O:43])[C:20]([O:22][C:23]([CH3:26])([CH3:25])[CH3:24])=[O:21])([CH3:54])([CH3:55])[CH3:56]. The yield is 1.00. (6) The reactants are [Br:1][C:2]1[CH:3]=[C:4]([N+:13]([O-])=O)[C:5]([CH3:12])=[C:6]([CH:11]=1)[C:7]([O:9][CH3:10])=[O:8].[Cl-].[NH4+]. The catalyst is C(O)C.C(=O)(O)[O-].[Fe]. The product is [NH2:13][C:4]1[C:5]([CH3:12])=[C:6]([CH:11]=[C:2]([Br:1])[CH:3]=1)[C:7]([O:9][CH3:10])=[O:8]. The yield is 0.890. (7) The reactants are [Br:1][C:2]1[CH:11]=[C:10]2[C:5]([CH:6]=[C:7]([NH2:12])[CH:8]=[N:9]2)=[CH:4][CH:3]=1.C(N(C(C)C)C(C)C)C.[CH:22]1([C:25](Cl)=[O:26])[CH2:24][CH2:23]1. The catalyst is C(Cl)(Cl)Cl. The product is [Br:1][C:2]1[CH:11]=[C:10]2[C:5]([CH:6]=[C:7]([NH:12][C:25]([CH:22]3[CH2:24][CH2:23]3)=[O:26])[CH:8]=[N:9]2)=[CH:4][CH:3]=1. The yield is 0.770.